This data is from Acute oral toxicity (LD50) regression data from Zhu et al.. The task is: Regression/Classification. Given a drug SMILES string, predict its toxicity properties. Task type varies by dataset: regression for continuous values (e.g., LD50, hERG inhibition percentage) or binary classification for toxic/non-toxic outcomes (e.g., AMES mutagenicity, cardiotoxicity, hepatotoxicity). Dataset: ld50_zhu. (1) The drug is COC(=O)c1ccccc1OC. The rat oral LD50 is 1.64, given as -log10 of the dose in mol/kg body weight (higher means more acutely toxic). (2) The compound is FCCOC(Cl)C(Cl)(Cl)Cl. The rat oral LD50 is 4.11, given as -log10 of the dose in mol/kg body weight (higher means more acutely toxic).